Dataset: Full USPTO retrosynthesis dataset with 1.9M reactions from patents (1976-2016). Task: Predict the reactants needed to synthesize the given product. (1) Given the product [C:75]([N:78]1[CH2:83][CH2:82][N:81]([C:61](=[O:63])[CH2:60][CH:51]2[O:50][CH:49]([C:64]3[CH:69]=[CH:68][CH:67]=[C:66]([O:70][CH3:71])[C:65]=3[O:72][CH3:73])[C:48]3[CH:74]=[C:44]([Cl:43])[CH:45]=[CH:46][C:47]=3[N:53]3[C:54]([CH:57]([CH3:58])[CH3:59])=[N:55][N:56]=[C:52]23)[CH2:80][CH2:79]1)(=[O:77])[CH3:76], predict the reactants needed to synthesize it. The reactants are: C1CN([P+](ON2N=NC3C=CC=CC2=3)(N2CCCC2)N2CCCC2)CC1.F[P-](F)(F)(F)(F)F.C(N(CC)C(C)C)(C)C.[Cl:43][C:44]1[CH:45]=[CH:46][C:47]2[N:53]3[C:54]([CH:57]([CH3:59])[CH3:58])=[N:55][N:56]=[C:52]3[CH:51]([CH2:60][C:61]([OH:63])=O)[O:50][CH:49]([C:64]3[CH:69]=[CH:68][CH:67]=[C:66]([O:70][CH3:71])[C:65]=3[O:72][CH3:73])[C:48]=2[CH:74]=1.[C:75]([N:78]1[CH2:83][CH2:82][NH:81][CH2:80][CH2:79]1)(=[O:77])[CH3:76]. (2) Given the product [Cl:1][C:2]1[CH:29]=[CH:28][CH:27]=[CH:26][C:3]=1[C:4]([C:6]1[CH:7]=[N:8][N:9]2[C:14]([NH:15][CH3:16])=[N:13][C:12]([CH2:23][CH2:24][CH3:25])=[N:11][C:10]=12)=[O:5], predict the reactants needed to synthesize it. The reactants are: [Cl:1][C:2]1[CH:29]=[CH:28][CH:27]=[CH:26][C:3]=1[C:4]([C:6]1[CH:7]=[N:8][N:9]2[C:14]([N:15](C)[C:16]3C=CC=CC=3)=[N:13][C:12]([CH2:23][CH2:24][CH3:25])=[N:11][C:10]=12)=[O:5].CN. (3) Given the product [CH3:1][O:2][C:3]1[CH:4]=[C:5]([CH2:11][CH2:12][NH:13][C:23](=[O:24])[CH2:22][C:18]2[CH:19]=[CH:20][CH:21]=[C:16]([O:15][CH3:14])[CH:17]=2)[CH:6]=[CH:7][C:8]=1[O:9][CH3:10], predict the reactants needed to synthesize it. The reactants are: [CH3:1][O:2][C:3]1[CH:4]=[C:5]([CH2:11][CH2:12][NH2:13])[CH:6]=[CH:7][C:8]=1[O:9][CH3:10].[CH3:14][O:15][C:16]1[CH:17]=[C:18]([CH2:22][C:23](Cl)=[O:24])[CH:19]=[CH:20][CH:21]=1. (4) Given the product [NH2:44][C:45]1[C:46]([C:53]([NH:55][C:56](=[NH:57])[NH:9][CH2:10][CH2:11][CH2:12][CH2:13][C:14]2[CH:15]=[CH:16][C:17]([O:18][CH2:19][CH2:20][N:21]([CH2:22][C@H:23]([OH:34])[C@@H:24]([OH:25])[C@H:26]3[C@H:31]([OH:32])[CH2:30][O:29][CH:28]([CH3:33])[O:27]3)[CH2:35][CH2:36][CH2:37][CH2:38][CH2:39][CH3:40])=[CH:41][CH:42]=2)=[O:54])=[N:47][C:48]([Cl:52])=[C:49]([NH2:51])[N:50]=1, predict the reactants needed to synthesize it. The reactants are: C(O)(=O)C.C(O)(=O)C.[NH2:9][CH2:10][CH2:11][CH2:12][CH2:13][C:14]1[CH:42]=[CH:41][C:17]([O:18][CH2:19][CH2:20][N:21]([CH2:35][CH2:36][CH2:37][CH2:38][CH2:39][CH3:40])[CH2:22][C@H:23]([OH:34])[C@H:24]([C@H:26]2[C@H:31]([OH:32])[CH2:30][O:29][CH:28]([CH3:33])[O:27]2)[OH:25])=[CH:16][CH:15]=1.I.[NH2:44][C:45]1[C:46]([C:53]([NH:55][C:56](SC)=[NH:57])=[O:54])=[N:47][C:48]([Cl:52])=[C:49]([NH2:51])[N:50]=1.CCN(C(C)C)C(C)C. (5) Given the product [CH:7]1([C:13]2[CH:18]=[CH:17][C:16]([C:23]3[C:24]([NH2:29])=[N:25][CH:26]=[CH:27][CH:28]=3)=[CH:15][CH:14]=2)[CH2:12][CH2:11][CH2:10][CH2:9][CH2:8]1, predict the reactants needed to synthesize it. The reactants are: C(=O)([O-])[O-].[Na+].[Na+].[CH:7]1([C:13]2[CH:18]=[CH:17][C:16](B(O)O)=[CH:15][CH:14]=2)[CH2:12][CH2:11][CH2:10][CH2:9][CH2:8]1.Br[C:23]1[C:24]([NH2:29])=[N:25][CH:26]=[CH:27][CH:28]=1.